Dataset: Experimentally validated miRNA-target interactions with 360,000+ pairs, plus equal number of negative samples. Task: Binary Classification. Given a miRNA mature sequence and a target amino acid sequence, predict their likelihood of interaction. (1) The miRNA is hsa-miR-4289 with sequence GCAUUGUGCAGGGCUAUCA. The protein sequence of the target gene is MEAARTERPAGRPGAPLVRTGLLLLSTWVLAGAEITWDATGGPGRPAAPASRPPALSPLSPRAVASQWPEELASARRAAVLGRRAGPELLPQQGGGRGGEMQVEAGGTSPAGERRGRGIPAPAKLGGARRSRRAQPPITQERGDAWATAPADGSRGSRPLAKGSREEVKAPRAGGSAAEDLRLPSTSFALTGDSAHNQAMVHWSGHNSSVILILTKLYDFNLGSVTESSLWRSTDYGTTYEKLNDKVGLKTVLSYLYVNPTNKRKIMLLSDPEMESSILISSDEGATYQKYRLTFYIQSL.... Result: 0 (no interaction). (2) The miRNA is hsa-miR-6883-5p with sequence AGGGAGGGUGUGGUAUGGAUGU. The protein sequence of the target gene is MPLGLGRRKKAPPLVENEEAEPGRGGLGVGEPGPLGGGGSGGPQMGLPPPPPALRPRLVFHTQLAHGSPTGRIEGFTNVKELYGKIAEAFRLPTAEVMFCTLNTHKVDMDKLLGGQIGLEDFIFAHVKGQRKEVEVFKSEDALGLTITDNGAGYAFIKRIKEGSVIDHIHLISVGDMIEAINGQSLLGCRHYEVARLLKELPRGRTFTLKLTEPRKAFDMISQRSAGGRPGSGPQLGTGRGTLRLRSRGPATVEDLPSAFEEKAIEKVDDLLESYMGIRDTELAATMVELGKDKRNPDEL.... Result: 1 (interaction).